Dataset: Forward reaction prediction with 1.9M reactions from USPTO patents (1976-2016). Task: Predict the product of the given reaction. The product is: [CH3:5][C:4]([O:3][Si:2]([CH3:10])([CH3:9])[CH3:1])([CH3:8])[C:6]#[C:7][C:22]([C:21]1[CH:28]=[CH:29][C:18]([C:16]#[N:17])=[CH:19][CH:20]=1)=[O:23]. Given the reactants [CH3:1][Si:2]([CH3:10])([CH3:9])[O:3][C:4]([CH3:8])([C:6]#[CH:7])[CH3:5].[Li]CCCC.[C:16]([C:18]1[CH:29]=[CH:28][C:21]([C:22](N(OC)C)=[O:23])=[CH:20][CH:19]=1)#[N:17], predict the reaction product.